The task is: Predict which catalyst facilitates the given reaction.. This data is from Catalyst prediction with 721,799 reactions and 888 catalyst types from USPTO. (1) Reactant: [F:1][C:2]([F:25])([F:24])[C:3]1[CH:8]=[CH:7][CH:6]=[CH:5][C:4]=1[C:9]([NH:11][C:12]1[CH:13]=[C:14]([C:21]([OH:23])=O)[C:15]2[O:19][CH2:18][CH2:17][C:16]=2[CH:20]=1)=[O:10].Cl.C(C(NCCCN(C)C)=N)C.ON1C2C=CC=CC=2N=N1.[F:48][C:49]([F:59])([F:58])[C:50]1[CH:57]=[CH:56][CH:55]=[CH:54][C:51]=1[CH2:52][NH2:53]. Product: [F:48][C:49]([F:58])([F:59])[C:50]1[CH:57]=[CH:56][CH:55]=[CH:54][C:51]=1[CH2:52][NH:53][C:21]([C:14]1[C:15]2[O:19][CH2:18][CH2:17][C:16]=2[CH:20]=[C:12]([NH:11][C:9]([C:4]2[CH:5]=[CH:6][CH:7]=[CH:8][C:3]=2[C:2]([F:25])([F:24])[F:1])=[O:10])[CH:13]=1)=[O:23]. The catalyst class is: 338. (2) Reactant: [O:1]=[C:2]1[N:6]([C:7]2[CH:12]=[CH:11][CH:10]=[C:9]([C:13]([F:16])([F:15])[F:14])[CH:8]=2)[CH2:5][CH:4]([CH2:17][N:18]2[CH:22]=[C:21]([C:23](O)=[O:24])[CH:20]=[N:19]2)[CH2:3]1.[NH2:26][C:27]1[C:28](=[O:38])[N:29]([CH2:35][CH2:36][CH3:37])[C:30](=[O:34])[NH:31][C:32]=1[NH2:33].CCN=C=NCCCN(C)C. Product: [NH2:33][C:32]1[NH:31][C:30](=[O:34])[N:29]([CH2:35][CH2:36][CH3:37])[C:28](=[O:38])[C:27]=1[NH:26][C:23]([C:21]1[CH:20]=[N:19][N:18]([CH2:17][CH:4]2[CH2:3][C:2](=[O:1])[N:6]([C:7]3[CH:12]=[CH:11][CH:10]=[C:9]([C:13]([F:16])([F:15])[F:14])[CH:8]=3)[CH2:5]2)[CH:22]=1)=[O:24]. The catalyst class is: 5. (3) The catalyst class is: 8. Reactant: [CH3:1][C:2]1(C)OC(=O)[CH:5]([C:9](=[O:20])[C:10]2[CH:15]=[CH:14][C:13]([S:16]([CH3:19])(=[O:18])=[O:17])=[CH:12][CH:11]=2)[C:4](=[O:21])[O:3]1. Product: [CH3:19][S:16]([C:13]1[CH:12]=[CH:11][C:10]([C:9](=[O:20])[CH2:5][C:4]([O:3][CH2:2][CH3:1])=[O:21])=[CH:15][CH:14]=1)(=[O:17])=[O:18]. (4) Reactant: [CH3:1][C:2]1[N:25]([CH3:26])[C:5]2[CH:6]=[C:7]([C:22](O)=[O:23])[C:8]3[CH2:9][CH2:10][C:11]4([NH:20][C:21]=3[C:4]=2[N:3]=1)[CH2:19][C:18]1[C:13](=[CH:14][CH:15]=[CH:16][CH:17]=1)[CH2:12]4.CN(C(ON1N=NC2C=CC=CC1=2)=[N+](C)C)C.[B-](F)(F)(F)F.[NH:49]1[CH2:54][CH2:53][O:52][CH2:51][CH2:50]1. Product: [CH3:1][C:2]1[N:25]([CH3:26])[C:5]2[CH:6]=[C:7]([C:22]([N:49]3[CH2:54][CH2:53][O:52][CH2:51][CH2:50]3)=[O:23])[C:8]3[CH2:9][CH2:10][C:11]4([NH:20][C:21]=3[C:4]=2[N:3]=1)[CH2:19][C:18]1[C:13](=[CH:14][CH:15]=[CH:16][CH:17]=1)[CH2:12]4. The catalyst class is: 9. (5) Reactant: [CH2:1]([C:5]1(O)[CH2:11][CH2:10][CH2:9][CH2:8][CH:7]=[CH:6]1)[CH2:2][CH2:3][CH3:4].[Cr](Cl)(O)(=O)=[O:14].N1C=CC=CC=1. Product: [CH2:1]([C:5]1=[CH:11][C:10](=[O:14])[CH2:9][CH2:8][CH2:7][CH2:6]1)[CH2:2][CH2:3][CH3:4]. The catalyst class is: 268. (6) Product: [CH3:38][S:39]([O:27][C:24]1[CH:25]=[C:26]2[C:21]([CH:20]=[CH:19][N:18]2[C:17]2[N:16]([CH3:28])[N:15]=[C:14]([CH3:29])[C:13]=2/[CH:12]=[CH:11]/[C:10]([NH:9][S:6]([NH:5][CH2:1][CH2:2][CH2:3][CH3:4])(=[O:8])=[O:7])=[O:30])=[CH:22][CH:23]=1)(=[O:41])=[O:40]. The catalyst class is: 7. Reactant: [CH2:1]([NH:5][S:6]([NH:9][C:10](=[O:30])/[CH:11]=[CH:12]/[C:13]1[C:14]([CH3:29])=[N:15][N:16]([CH3:28])[C:17]=1[N:18]1[C:26]2[C:21](=[CH:22][CH:23]=[C:24]([OH:27])[CH:25]=2)[CH:20]=[CH:19]1)(=[O:8])=[O:7])[CH2:2][CH2:3][CH3:4].C(N(CC)CC)C.[CH3:38][S:39](Cl)(=[O:41])=[O:40].O. (7) Reactant: [N:1]1[CH:6]=[CH:5][CH:4]=[C:3]([N:7]2[CH2:11][CH2:10][C@@H:9]([OH:12])[CH2:8]2)[CH:2]=1.[Br:13]C1C(=O)C(Br)=CC(Br)(Br)C=1.[OH-].[Na+]. Product: [Br:13][C:6]1[N:1]=[CH:2][C:3]([N:7]2[CH2:11][CH2:10][C@@H:9]([OH:12])[CH2:8]2)=[CH:4][CH:5]=1. The catalyst class is: 2. (8) Reactant: [CH:1]1([NH:4][C:5]([NH:7][C:8]2[C:9]([C:13]3[NH:17][C:16]4[CH:18]=[CH:19][C:20]([CH2:22][N:23]5[CH2:28][CH2:27][O:26][CH2:25][CH2:24]5)=[CH:21][C:15]=4[N:14]=3)=[N:10][NH:11][CH:12]=2)=[O:6])[CH2:3][CH2:2]1.[C:29]([OH:34])(=[O:33])[C@H:30]([CH3:32])[OH:31]. Product: [C:29]([OH:34])(=[O:33])[CH:30]([CH3:32])[OH:31].[CH:1]1([NH:4][C:5]([NH:7][C:8]2[C:9]([C:13]3[NH:17][C:16]4[CH:18]=[CH:19][C:20]([CH2:22][N:23]5[CH2:24][CH2:25][O:26][CH2:27][CH2:28]5)=[CH:21][C:15]=4[N:14]=3)=[N:10][NH:11][CH:12]=2)=[O:6])[CH2:3][CH2:2]1. The catalyst class is: 513. (9) Reactant: [OH:1][CH2:2]/[CH:3]=[CH:4]/[C@@H:5]([NH:9][C:10](=[O:16])[O:11][C:12]([CH3:15])([CH3:14])[CH3:13])[CH2:6][CH2:7][CH3:8].N1C=CN=C1.[CH3:22][C:23]([Si:26](Cl)([CH3:28])[CH3:27])([CH3:25])[CH3:24].O. Product: [Si:26]([O:1][CH2:2]/[CH:3]=[CH:4]/[C@@H:5]([NH:9][C:10](=[O:16])[O:11][C:12]([CH3:15])([CH3:14])[CH3:13])[CH2:6][CH2:7][CH3:8])([C:23]([CH3:25])([CH3:24])[CH3:22])([CH3:28])[CH3:27]. The catalyst class is: 2.